This data is from Full USPTO retrosynthesis dataset with 1.9M reactions from patents (1976-2016). The task is: Predict the reactants needed to synthesize the given product. (1) Given the product [Cl:1][C:2]1[CH:3]=[N:4][C:5]2[N:6]([N:8]=[C:9]([C:11]([N:22]3[CH2:21][CH2:20][N:19]4[C:15]([Br:14])=[C:16]([Br:24])[CH:17]=[C:18]4[CH2:23]3)=[O:13])[CH:10]=2)[CH:7]=1, predict the reactants needed to synthesize it. The reactants are: [Cl:1][C:2]1[CH:3]=[N:4][C:5]2[N:6]([N:8]=[C:9]([C:11]([OH:13])=O)[CH:10]=2)[CH:7]=1.[Br:14][C:15]1[N:19]2[CH2:20][CH2:21][NH:22][CH2:23][C:18]2=[CH:17][C:16]=1[Br:24]. (2) Given the product [C:23]([O-:28])(=[O:34])[CH3:24].[NH4+:2].[CH:25]1([CH2:24][C:23]2[N:18]3[N:19]=[CH:20][C:15]([N:12]4[CH2:13][CH2:14][CH:9]([C:4]5[CH:5]=[CH:6][CH:7]=[CH:8][C:3]=5[C:1]#[N:2])[CH2:10][CH2:11]4)=[C:16]([C:29]([F:32])([F:31])[F:30])[C:17]3=[N:21][N:22]=2)[CH2:27][CH2:26]1, predict the reactants needed to synthesize it. The reactants are: [C:1]([C:3]1[CH:8]=[CH:7][CH:6]=[CH:5][C:4]=1[CH:9]1[CH2:14][CH2:13][N:12]([C:15]2[C:16]([C:29]([F:32])([F:31])[F:30])=[C:17]([NH:21][NH:22][C:23](=[O:28])[CH2:24][CH:25]3[CH2:27][CH2:26]3)[N:18]=[N:19][CH:20]=2)[CH2:11][CH2:10]1)#[N:2].P(Cl)(Cl)(Cl)=[O:34]. (3) Given the product [Cl:16][C:17]1[CH:33]=[C:32]([C:34]([F:35])([F:36])[F:37])[CH:31]=[CH:30][C:18]=1[O:19][C:20]1[CH:27]=[CH:26][C:23](/[CH:24]=[C:6]2/[C:2]([NH:13][CH2:12][CH2:11][N:10]([CH2:14][CH3:15])[CH2:8][CH3:9])=[N:3][C:4](=[O:7])[S:5]/2)=[CH:22][C:21]=1[O:28][CH3:29], predict the reactants needed to synthesize it. The reactants are: S=[C:2]1[CH2:6][S:5][C:4](=[O:7])[NH:3]1.[CH2:8]([N:10]([CH2:14][CH3:15])[CH2:11][CH2:12][NH2:13])[CH3:9].[Cl:16][C:17]1[CH:33]=[C:32]([C:34]([F:37])([F:36])[F:35])[CH:31]=[CH:30][C:18]=1[O:19][C:20]1[CH:27]=[CH:26][C:23]([CH:24]=O)=[CH:22][C:21]=1[O:28][CH3:29].[Cl-].[NH4+]. (4) Given the product [Cl:17][C:18]1[CH:23]=[CH:22][C:21]([O:24][CH3:25])=[CH:20][C:19]=1[S:16][C:9]1[N:10]([CH2:11][CH2:12][CH2:13][C:14]#[CH:15])[C:6]2[CH:5]=[CH:4][N:3]=[C:2]([NH2:1])[C:7]=2[N:8]=1, predict the reactants needed to synthesize it. The reactants are: [NH2:1][C:2]1[C:7]2[NH:8][C:9](=[S:16])[N:10]([CH2:11][CH2:12][CH2:13][C:14]#[CH:15])[C:6]=2[CH:5]=[CH:4][N:3]=1.[Cl:17][C:18]1[CH:23]=[CH:22][C:21]([O:24][CH3:25])=[CH:20][C:19]=1I.CC1C=CC2C=CC3C=CC(C)=NC=3C=2N=1.O.CC([O-])(C)C.[Na+]. (5) Given the product [ClH:13].[Cl:13][CH2:2][C:3]1[N:7]([CH2:8][CH2:9][CH3:10])[CH:6]=[N:5][N:4]=1, predict the reactants needed to synthesize it. The reactants are: O[CH2:2][C:3]1[N:7]([CH2:8][CH2:9][CH3:10])[CH:6]=[N:5][N:4]=1.S(Cl)([Cl:13])=O. (6) Given the product [F:27][C:25]1[CH:24]=[CH:23][C:22]([NH:28][C:29](=[O:31])[CH3:30])=[C:21]([C:36]#[C:35][C:33]([OH:37])([CH3:34])[CH3:32])[CH:26]=1, predict the reactants needed to synthesize it. The reactants are: C1(P(C2C=CC=CC=2)C2C=CC=CC=2)C=CC=CC=1.Br[C:21]1[CH:26]=[C:25]([F:27])[CH:24]=[CH:23][C:22]=1[NH:28][C:29](=[O:31])[CH3:30].[CH3:32][C:33]([OH:37])([C:35]#[CH:36])[CH3:34].C(N(CC)CC)C. (7) Given the product [CH:1]1([CH2:4][N:5]2[C:9]3[CH:10]=[CH:11][C:12]([C:18]4[CH:19]=[CH:20][C:21]([CH2:25][OH:26])=[N:22][C:23]=4[F:24])=[C:13]([C:14]([F:16])([F:15])[F:17])[C:8]=3[N:7]=[N:6]2)[CH2:3][CH2:2]1, predict the reactants needed to synthesize it. The reactants are: [CH:1]1([CH2:4][N:5]2[C:9]3[CH:10]=[CH:11][C:12]([C:18]4[CH:19]=[CH:20][C:21]([CH:25]=[O:26])=[N:22][C:23]=4[F:24])=[C:13]([C:14]([F:17])([F:16])[F:15])[C:8]=3[N:7]=[N:6]2)[CH2:3][CH2:2]1.[BH4-].[Na+]. (8) Given the product [CH3:39][O:38][C:32]1[CH:31]=[C:30]([N:17]([CH2:18][CH2:19][C:20]2[CH:21]=[CH:22][C:23]([C:26]([F:27])([F:29])[F:28])=[CH:24][CH:25]=2)[C:16](=[O:40])[CH:9]([NH:7][CH3:6])[C:10]2[CH:15]=[CH:14][CH:13]=[CH:12][CH:11]=2)[CH:35]=[CH:34][C:33]=1[O:36][CH3:37], predict the reactants needed to synthesize it. The reactants are: C(O[C:6](=O)[N:7]([CH:9]([C:16](=[O:40])[N:17]([C:30]1[CH:35]=[CH:34][C:33]([O:36][CH3:37])=[C:32]([O:38][CH3:39])[CH:31]=1)[CH2:18][CH2:19][C:20]1[CH:25]=[CH:24][C:23]([C:26]([F:29])([F:28])[F:27])=[CH:22][CH:21]=1)[C:10]1[CH:15]=[CH:14][CH:13]=[CH:12][CH:11]=1)C)(C)(C)C.C(O)(C(F)(F)F)=O. (9) Given the product [C:2]([O:5][C:6](=[O:7])[NH:8][CH2:9][C:10]1[N:30]([CH2:29][CH:28]([CH3:42])[CH3:27])[C:31]2[C:40]3[CH:39]=[CH:38][CH:37]=[CH:36][C:35]=3[N:34]=[CH:33][C:32]=2[N:41]=1)([CH3:1])([CH3:3])[CH3:4], predict the reactants needed to synthesize it. The reactants are: [CH3:1][C:2]([O:5][C:6]([NH:8][CH2:9][C:10](ON1C(=O)CCC1=O)=O)=[O:7])([CH3:4])[CH3:3].Cl.N1C=CC=CC=1.[CH3:27][CH:28]([CH3:42])[CH2:29][NH:30][C:31]1[C:40]2[C:35](=[CH:36][CH:37]=[CH:38][CH:39]=2)[N:34]=[CH:33][C:32]=1[NH2:41].